This data is from Forward reaction prediction with 1.9M reactions from USPTO patents (1976-2016). The task is: Predict the product of the given reaction. (1) Given the reactants [NH2:1][C:2]1[CH:7]=[CH:6][CH:5]=[CH:4][CH:3]=1.N1C=CC=CC=1.[O:14]=[C:15]([CH3:22])[CH2:16][C:17](OCC)=[O:18], predict the reaction product. The product is: [O:14]=[C:15]([CH3:22])[CH2:16][C:17]([NH:1][C:2]1[CH:7]=[CH:6][CH:5]=[CH:4][CH:3]=1)=[O:18]. (2) Given the reactants [Br:1][C:2]1[CH:7]=[CH:6][C:5]([C@@H:8]([N:10]2[CH2:16][CH2:15][CH2:14][C@:13]([CH2:23][C:24]([CH3:26])=[CH2:25])([C:17]3[CH:22]=[CH:21][CH:20]=[CH:19][CH:18]=3)[NH:12][C:11]2=[O:27])[CH3:9])=[CH:4][CH:3]=1.C1([SiH3])C=CC=CC=1.C([OH:38])(C)C.C(Cl)Cl, predict the reaction product. The product is: [Br:1][C:2]1[CH:7]=[CH:6][C:5]([C@@H:8]([N:10]2[CH2:16][CH2:15][CH2:14][C@:13]([CH2:23][C:24]([OH:38])([CH3:26])[CH3:25])([C:17]3[CH:18]=[CH:19][CH:20]=[CH:21][CH:22]=3)[NH:12][C:11]2=[O:27])[CH3:9])=[CH:4][CH:3]=1. (3) Given the reactants [H-].[Na+].[C:3]([O:7][C:8]([N:10]1[CH2:14][C@@H:13]([OH:15])[CH2:12][C@H:11]1[C:16]([OH:18])=[O:17])=[O:9])([CH3:6])([CH3:5])[CH3:4].Br[CH2:20][C:21]1[CH:30]=[CH:29][C:24]([C:25]([O:27][CH3:28])=[O:26])=[CH:23][CH:22]=1, predict the reaction product. The product is: [C:3]([O:7][C:8]([N:10]1[CH2:14][C@@H:13]([O:15][CH2:20][C:21]2[CH:22]=[CH:23][C:24]([C:25]([O:27][CH3:28])=[O:26])=[CH:29][CH:30]=2)[CH2:12][C@H:11]1[C:16]([OH:18])=[O:17])=[O:9])([CH3:6])([CH3:4])[CH3:5]. (4) Given the reactants C([C:5]1[CH:10]=[CH:9][C:8]([CH3:11])=[C:7]([OH:12])[C:6]=1C(C)(C)C)(C)(C)C.[C:17]([O-])(=[O:29])[CH2:18][CH2:19]CCCCCCCCC.C([O-])(=[O:43])CCCCCCCCCCC.C([Sn+2]CCCC)CCC.C=CC1C=CC=CC=1.CC(C(OC1[C@@]2(C)C(C)(C)[C@H](CC2)C1)=O)=C.C(OCCCO)(=O)C(C)=C.C1(=O)OCCCCC1.C(OOC(C)(C)C)(C)(C)C, predict the reaction product. The product is: [C:7]([O:12][CH2:19][CH2:18][CH2:17][OH:29])(=[O:43])[C:8]([CH3:11])=[CH2:9].[C:7]1(=[O:12])[O:29][CH2:6][CH2:5][CH2:10][CH2:9][CH2:8]1. (5) Given the reactants Cl[C:2]1[C:3]2[C:4](=[CH:17][N:18](CC3C=CC(OC)=CC=3)[N:19]=2)[N:5]=[C:6]([C:8]2[N:9]=[C:10]3[CH:15]=[CH:14][CH:13]=[CH:12][N:11]3[CH:16]=2)[N:7]=1.[NH:29]1[C:37]2[C:32](=[CH:33][C:34]([NH2:38])=[CH:35][CH:36]=2)[CH:31]=[N:30]1.Cl, predict the reaction product. The product is: [N:9]1[C:8]([C:6]2[N:7]=[C:2]([NH:38][C:34]3[CH:33]=[C:32]4[C:37](=[CH:36][CH:35]=3)[NH:29][N:30]=[CH:31]4)[C:3]3[NH:19][N:18]=[CH:17][C:4]=3[N:5]=2)=[CH:16][N:11]2[CH:12]=[CH:13][CH:14]=[CH:15][C:10]=12. (6) The product is: [CH2:1]([O:3][C:4]([C:6]1[CH:7]=[N:8][C:9]2[C:14]([C:15]=1[Cl:20])=[CH:13][C:12]([F:16])=[CH:11][CH:10]=2)=[O:5])[CH3:2]. Given the reactants [CH2:1]([O:3][C:4]([C:6]1[C:7](O)=[N:8][C:9]2[C:14]([CH:15]=1)=[CH:13][C:12]([F:16])=[CH:11][CH:10]=2)=[O:5])[CH3:2].O=P(Cl)(Cl)[Cl:20], predict the reaction product. (7) Given the reactants [CH2:1]([C:4]1[CH:9]=[CH:8][N:7]=[C:6]([C:10]#[N:11])[CH:5]=1)[CH2:2][CH3:3].[OH-:12].[Na+].OO, predict the reaction product. The product is: [CH2:1]([C:4]1[CH:9]=[CH:8][N:7]=[C:6]([C:10]([NH2:11])=[O:12])[CH:5]=1)[CH2:2][CH3:3]. (8) Given the reactants [CH2:1]1[C:13]2[NH:12][C:11]3[C:6](=[CH:7][CH:8]=[CH:9][CH:10]=3)[C:5]=2[CH2:4][CH2:3][NH:2]1.[C:14](O[C:14]([O:16][C:17]([CH3:20])([CH3:19])[CH3:18])=[O:15])([O:16][C:17]([CH3:20])([CH3:19])[CH3:18])=[O:15].CCOC(C)=O, predict the reaction product. The product is: [CH2:1]1[C:13]2[NH:12][C:11]3[C:6](=[CH:7][CH:8]=[CH:9][CH:10]=3)[C:5]=2[CH2:4][CH2:3][N:2]1[C:14]([O:16][C:17]([CH3:20])([CH3:19])[CH3:18])=[O:15].